From a dataset of Catalyst prediction with 721,799 reactions and 888 catalyst types from USPTO. Predict which catalyst facilitates the given reaction. (1) Reactant: [CH3:1][N:2]([CH3:13])[C:3]1[CH:4]=[C:5]2[C:9](=[CH:10][CH:11]=1)[C:8](=O)[CH2:7][CH2:6]2.[NH:14]1[C:22]2[C:17](=[CH:18][CH:19]=[CH:20][CH:21]=2)[CH2:16][C:15]1=[O:23].N1CCCCC1.Cl. Product: [CH3:1][N:2]([CH3:13])[C:3]1[CH:4]=[C:5]2[C:9](=[CH:10][CH:11]=1)[C:8](=[C:16]1[C:17]3[C:22](=[CH:21][CH:20]=[CH:19][CH:18]=3)[NH:14][C:15]1=[O:23])[CH2:7][CH2:6]2. The catalyst class is: 9. (2) Reactant: F[C:2]1[CH:9]=[C:8]([C:10]([F:13])([F:12])[F:11])[CH:7]=[CH:6][C:3]=1[CH:4]=[O:5].[NH:14]1[CH2:18][CH2:17][C@@H:16]([NH:19][C:20](=[O:26])[O:21][C:22]([CH3:25])([CH3:24])[CH3:23])[CH2:15]1.C([O-])([O-])=O.[K+].[K+].CS(C)=O. Product: [CH:4]([C:3]1[CH:6]=[CH:7][C:8]([C:10]([F:13])([F:12])[F:11])=[CH:9][C:2]=1[N:14]1[CH2:18][CH2:17][C@@H:16]([NH:19][C:20](=[O:26])[O:21][C:22]([CH3:24])([CH3:23])[CH3:25])[CH2:15]1)=[O:5]. The catalyst class is: 6. (3) Reactant: [CH3:1][C:2]1([CH3:28])[CH2:6][C:5]2[CH:7]=[CH:8][C:9]([C:11]3[N:16]=[CH:15][N:14]=[C:13]([O:17][C:18]4[C:23]5[N:24]=[C:25]([NH2:27])[S:26][C:22]=5[CH:21]=[CH:20][CH:19]=4)[CH:12]=3)=[CH:10][C:4]=2[O:3]1.[C:29](OC(=O)C)(=[O:31])[CH3:30]. Product: [CH3:1][C:2]1([CH3:28])[CH2:6][C:5]2[CH:7]=[CH:8][C:9]([C:11]3[N:16]=[CH:15][N:14]=[C:13]([O:17][C:18]4[C:23]5[N:24]=[C:25]([NH:27][C:29](=[O:31])[CH3:30])[S:26][C:22]=5[CH:21]=[CH:20][CH:19]=4)[CH:12]=3)=[CH:10][C:4]=2[O:3]1. The catalyst class is: 11.